From a dataset of Catalyst prediction with 721,799 reactions and 888 catalyst types from USPTO. Predict which catalyst facilitates the given reaction. (1) Reactant: [C:1]([NH:8][C@H:9]([C:13]([OH:15])=O)[CH:10]([CH3:12])[CH3:11])([O:3][C:4]([CH3:7])([CH3:6])[CH3:5])=[O:2].C[C@@H](O)[C@@H]1NC(=O)[C@H](CCN)NC(=O)[C@H](CCN)NC(=O)[C@H](CC(C)C)NC(=O)[C@@H](CC2C=CC=CC=2)NC(=O)[C@H](CCN)NC(=O)[C@@H](NC([C@@H](N)CCN)=O)CCNC1=O.OS(O)(=O)=O.CN(C(ON1N=NC2C=CC=NC1=2)=[N+](C)C)C.F[P-](F)(F)(F)(F)F.C(N(CC)C(C)C)(C)C.[CH3:115][C:116]([CH3:136])=[CH:117][CH2:118][CH2:119]/[C:120](/[CH3:135])=[CH:121]/[CH2:122][CH2:123]/[C:124](/[CH3:134])=[CH:125]/[CH2:126][S:127][CH2:128][C@H:129]([NH2:133])[C:130]([OH:132])=[O:131]. Product: [CH:10]([C@@H:9]([C:13](=[O:15])[NH:133][C@H:129]([C:130]([OH:132])=[O:131])[CH2:128][S:127][CH2:126]/[CH:125]=[C:124](\[CH3:134])/[CH2:123][CH2:122]/[CH:121]=[C:120](\[CH3:135])/[CH2:119][CH2:118][CH:117]=[C:116]([CH3:136])[CH3:115])[NH:8][C:1](=[O:2])[O:3][C:4]([CH3:5])([CH3:6])[CH3:7])([CH3:11])[CH3:12]. The catalyst class is: 2. (2) Product: [F:11][C:12]1[CH:17]=[C:16]([F:18])[CH:15]=[CH:14][C:13]=1[C:2]1[CH:3]=[CH:4][C:5]2[S:9][N:8]=[CH:7][C:6]=2[CH:10]=1. Reactant: Br[C:2]1[CH:3]=[CH:4][C:5]2[S:9][N:8]=[CH:7][C:6]=2[CH:10]=1.[F:11][C:12]1[CH:17]=[C:16]([F:18])[CH:15]=[CH:14][C:13]=1B(O)O.F[B-](F)(F)F.C([PH+](C(C)(C)C)C(C)(C)C)(C)(C)C.C(N(CC)CC)C. The catalyst class is: 192. (3) Reactant: [CH3:1][C:2]1[C:3]([CH2:9][N:10]([CH2:17][C:18]2[C:23]([C:24]([CH3:32])([C:26]3[CH:31]=[CH:30][CH:29]=[CH:28][CH:27]=3)[CH3:25])=[CH:22][CH:21]=[CH:20][N:19]=2)[CH:11]2[CH2:16][CH2:15][NH:14][CH2:13][CH2:12]2)=[N:4][CH:5]=[C:6]([CH3:8])[CH:7]=1.[O:33]([C:40](NO)=[O:41])C1C=CC=CC=1. Product: [CH3:1][C:2]1[C:3]([CH2:9][N:10]([CH2:17][C:18]2[C:23]([C:24]([CH3:32])([C:26]3[CH:27]=[CH:28][CH:29]=[CH:30][CH:31]=3)[CH3:25])=[CH:22][CH:21]=[CH:20][N:19]=2)[CH:11]2[CH2:12][CH2:13][N:14]([C:40]([OH:41])=[O:33])[CH2:15][CH2:16]2)=[N:4][CH:5]=[C:6]([CH3:8])[CH:7]=1. The catalyst class is: 1. (4) Reactant: [Cl:1][CH2:2][CH2:3][CH2:4][S:5]([O:8][CH2:9][C:10]([CH3:26])([CH3:25])[C@@H:11]([O:15][CH2:16][C:17]1[CH:22]=[CH:21][C:20]([O:23][CH3:24])=[CH:19][CH:18]=1)[C:12]([OH:14])=[O:13])(=[O:7])=[O:6].C(Cl)(=O)C(Cl)=O.[C:33]1([C@H:39](O)[CH3:40])[CH:38]=[CH:37][CH:36]=[CH:35][CH:34]=1.N1C=CC=CC=1. Product: [Cl:1][CH2:2][CH2:3][CH2:4][S:5]([O:8][CH2:9][C:10]([CH3:26])([CH3:25])[C@@H:11]([O:15][CH2:16][C:17]1[CH:22]=[CH:21][C:20]([O:23][CH3:24])=[CH:19][CH:18]=1)[C:12]([O:14][C@@H:39]([C:33]1[CH:38]=[CH:37][CH:36]=[CH:35][CH:34]=1)[CH3:40])=[O:13])(=[O:7])=[O:6]. The catalyst class is: 4.